The task is: Regression. Given a peptide amino acid sequence and an MHC pseudo amino acid sequence, predict their binding affinity value. This is MHC class II binding data.. This data is from Peptide-MHC class II binding affinity with 134,281 pairs from IEDB. (1) The peptide sequence is GPDNPGEPLVLKEGI. The MHC is H-2-IAb with pseudo-sequence H-2-IAb. The binding affinity (normalized) is 0.0516. (2) The peptide sequence is KDVTVSQVWFGHRYS. The MHC is DRB1_0401 with pseudo-sequence DRB1_0401. The binding affinity (normalized) is 0.500. (3) The peptide sequence is PALLALLALPALLLL. The MHC is DRB1_0802 with pseudo-sequence DRB1_0802. The binding affinity (normalized) is 0.157. (4) The MHC is DRB1_0901 with pseudo-sequence DRB1_0901. The binding affinity (normalized) is 0. The peptide sequence is KKTHISYIMLIFFVLMV. (5) The peptide sequence is VGADEDDIKATYDKG. The MHC is HLA-DPA10201-DPB10101 with pseudo-sequence HLA-DPA10201-DPB10101. The binding affinity (normalized) is 0. (6) The peptide sequence is WCCRSCTMPPVSFHG. The MHC is DRB3_0301 with pseudo-sequence DRB3_0301. The binding affinity (normalized) is 0.517. (7) The peptide sequence is MSLLTEVETYVLSII. The MHC is DRB1_0405 with pseudo-sequence DRB1_0405. The binding affinity (normalized) is 0.213. (8) The peptide sequence is AAATATATAAVGAAT. The MHC is DRB1_0401 with pseudo-sequence DRB1_0401. The binding affinity (normalized) is 0.175. (9) The peptide sequence is LTPVTMAEVRLAAMFKK. The MHC is HLA-DQA10501-DQB10402 with pseudo-sequence HLA-DQA10501-DQB10402. The binding affinity (normalized) is 0.659.